The task is: Predict the product of the given reaction.. This data is from Forward reaction prediction with 1.9M reactions from USPTO patents (1976-2016). (1) Given the reactants C([O:8][N:9]1[C:15](=[O:16])[N:14]2[CH2:17][C@H:10]1[CH2:11][CH2:12][C@H:13]2[C:18]([NH:20][O:21][CH2:22][CH2:23][NH:24][C:25](=[O:31])[O:26][C:27]([CH3:30])([CH3:29])[CH3:28])=[O:19])C1C=CC=CC=1, predict the reaction product. The product is: [OH:8][N:9]1[C:15](=[O:16])[N:14]2[CH2:17][C@H:10]1[CH2:11][CH2:12][C@H:13]2[C:18]([NH:20][O:21][CH2:22][CH2:23][NH:24][C:25](=[O:31])[O:26][C:27]([CH3:29])([CH3:28])[CH3:30])=[O:19]. (2) Given the reactants [O:1]1[C:5]2[CH:6]=[CH:7][CH:8]=[CH:9][C:4]=2[CH:3]=[C:2]1[C:10]([NH:12][C:13]1([C:19]([NH:21][CH:22]2[CH2:27][CH2:26][N:25]([C:28]3[CH:33]=[CH:32][CH:31]=[CH:30][C:29]=3[NH2:34])[CH2:24][C:23]2=[O:35])=[O:20])[CH2:18][CH2:17][CH2:16][CH2:15][CH2:14]1)=[O:11].C(N(CC)CC)C.Cl[C:44]([O:46][CH2:47][CH3:48])=[O:45], predict the reaction product. The product is: [O:1]1[C:5]2[CH:6]=[CH:7][CH:8]=[CH:9][C:4]=2[CH:3]=[C:2]1[C:10]([NH:12][C:13]1([C:19]([NH:21][CH:22]2[CH2:27][CH2:26][N:25]([C:28]3[CH:33]=[CH:32][CH:31]=[CH:30][C:29]=3[NH:34][C:44]([O:46][CH2:47][CH3:48])=[O:45])[CH2:24][CH:23]2[OH:35])=[O:20])[CH2:18][CH2:17][CH2:16][CH2:15][CH2:14]1)=[O:11]. (3) The product is: [CH3:1][N:2]1[C:6]2[CH:7]=[CH:8][C:9]([N:11]3[CH:16]=[C:15]([C:17]([O:19][CH2:20][CH3:21])=[O:18])[C:14](=[O:22])[N:13]([CH:36]([C:27]4[CH:28]=[CH:29][CH:30]=[C:31]([C:32]([F:33])([F:34])[F:35])[C:26]=4[CH3:25])[CH3:37])[C:12]3=[O:23])=[CH:10][C:5]=2[O:4][C:3]1=[O:24]. Given the reactants [CH3:1][N:2]1[C:6]2[CH:7]=[CH:8][C:9]([N:11]3[CH:16]=[C:15]([C:17]([O:19][CH2:20][CH3:21])=[O:18])[C:14](=[O:22])[NH:13][C:12]3=[O:23])=[CH:10][C:5]=2[O:4][C:3]1=[O:24].[CH3:25][C:26]1[C:31]([C:32]([F:35])([F:34])[F:33])=[CH:30][CH:29]=[CH:28][C:27]=1[CH:36](O)[CH3:37], predict the reaction product. (4) The product is: [CH3:1][N:2]([CH2:3][C:4]([F:7])([F:5])[F:6])[C:8]1[CH:13]=[CH:12][C:11]([NH2:14])=[CH:10][N:9]=1. Given the reactants [CH3:1][N:2]([C:8]1[CH:13]=[CH:12][C:11]([N+:14]([O-])=O)=[CH:10][N:9]=1)[CH2:3][C:4]([F:7])([F:6])[F:5], predict the reaction product. (5) Given the reactants [C:1]1([S:7](Cl)(=[O:9])=[O:8])[CH:6]=[CH:5][CH:4]=[CH:3][CH:2]=1.[C:11]([O:15][C:16](=[O:33])[NH:17][C:18]1[CH:23]=[CH:22][C:21]([NH2:24])=[C:20]([C:25]#[C:26][C:27]2[CH:32]=[CH:31][CH:30]=[CH:29][CH:28]=2)[N:19]=1)([CH3:14])([CH3:13])[CH3:12].N1C=CC=CC=1, predict the reaction product. The product is: [C:11]([O:15][C:16](=[O:33])[NH:17][C:18]1[CH:23]=[CH:22][C:21]([NH:24][S:7]([C:1]2[CH:6]=[CH:5][CH:4]=[CH:3][CH:2]=2)(=[O:9])=[O:8])=[C:20]([C:25]#[C:26][C:27]2[CH:32]=[CH:31][CH:30]=[CH:29][CH:28]=2)[N:19]=1)([CH3:14])([CH3:12])[CH3:13]. (6) Given the reactants [Cl:1][C:2]1[CH:3]=[C:4]2[C:8](=[C:9]([NH:11][CH:12]3[CH2:16][CH2:15][CH2:14][CH2:13]3)[CH:10]=1)[NH:7][C:6]([C:17]1[S:18][CH2:19][C@@H:20]([CH2:22][C:23]([OH:25])=O)[N:21]=1)=[CH:5]2.[CH3:26][N:27]1[CH2:32][CH2:31][NH:30][CH2:29][CH2:28]1, predict the reaction product. The product is: [Cl:1][C:2]1[CH:3]=[C:4]2[C:8](=[C:9]([NH:11][CH:12]3[CH2:16][CH2:15][CH2:14][CH2:13]3)[CH:10]=1)[NH:7][C:6]([C:17]1[S:18][CH2:19][C@@H:20]([CH2:22][C:23]([N:30]3[CH2:31][CH2:32][N:27]([CH3:26])[CH2:28][CH2:29]3)=[O:25])[N:21]=1)=[CH:5]2. (7) The product is: [NH2:11][C@H:7]([C:8]([OH:10])=[O:9])[CH2:6][CH2:5][C:3]([NH:21][CH2:19][CH3:20])=[O:4]. Given the reactants CO[C:3]([CH2:5][CH2:6][C@H:7]([NH2:11])[C:8]([OH:10])=[O:9])=[O:4].C(CC(=O)C)(=O)C.[CH2:19]([N:21](CC)CC)[CH3:20].C(N)C, predict the reaction product. (8) The product is: [F:25][C:3]([F:2])([F:24])[C:4]1[CH:23]=[CH:22][CH:21]=[CH:20][C:5]=1[CH:6]([O:15][CH:16]1[CH2:19][N:18]([C:37]([NH:36][CH:30]2[CH2:35][CH2:34][CH2:33][CH2:32][CH2:31]2)=[O:38])[CH2:17]1)[C:7]1[CH:12]=[CH:11][C:10]([S:13][CH3:14])=[CH:9][CH:8]=1. Given the reactants Cl.[F:2][C:3]([F:25])([F:24])[C:4]1[CH:23]=[CH:22][CH:21]=[CH:20][C:5]=1[CH:6]([O:15][CH:16]1[CH2:19][NH:18][CH2:17]1)[C:7]1[CH:12]=[CH:11][C:10]([S:13][CH3:14])=[CH:9][CH:8]=1.C(=O)([O-])[O-].[CH:30]1([N:36]=[C:37]=[O:38])[CH2:35][CH2:34][CH2:33][CH2:32][CH2:31]1, predict the reaction product. (9) Given the reactants [CH3:1][O:2][C:3]1[CH:8]=[C:7]([O:9]CC2C=CC(OC)=CC=2)[N:6]=[C:5]([C:19]2[CH:24]=[CH:23][CH:22]=[CH:21][CH:20]=2)[N:4]=1.C([O-])(O)=O.[Na+].C(Cl)Cl, predict the reaction product. The product is: [CH3:1][O:2][C:3]1[N:4]=[C:5]([C:19]2[CH:24]=[CH:23][CH:22]=[CH:21][CH:20]=2)[N:6]=[C:7]([OH:9])[CH:8]=1. (10) Given the reactants [NH2:1][C:2]1[C:3]2[C:10]([C:11]3[CH:12]=[C:13]4[C:17](=[CH:18][CH:19]=3)[N:16]([C:20](=[O:29])[CH2:21][C:22]3[CH:27]=[CH:26][CH:25]=[C:24]([CH3:28])[CH:23]=3)[CH2:15][CH2:14]4)=[CH:9][N:8]([CH:30]3[CH2:35][CH2:34][N:33](C(OC(C)(C)C)=O)[CH2:32][CH2:31]3)[C:4]=2[N:5]=[CH:6][N:7]=1.Cl, predict the reaction product. The product is: [CH3:28][C:24]1[CH:23]=[C:22]([CH2:21][C:20]([N:16]2[C:17]3[C:13](=[CH:12][C:11]([C:10]4[C:3]5[C:2]([NH2:1])=[N:7][CH:6]=[N:5][C:4]=5[N:8]([CH:30]5[CH2:35][CH2:34][NH:33][CH2:32][CH2:31]5)[CH:9]=4)=[CH:19][CH:18]=3)[CH2:14][CH2:15]2)=[O:29])[CH:27]=[CH:26][CH:25]=1.